Dataset: Catalyst prediction with 721,799 reactions and 888 catalyst types from USPTO. Task: Predict which catalyst facilitates the given reaction. (1) Reactant: [CH2:1]([O:8][CH2:9][CH2:10][CH2:11][C:12]([NH:14][CH2:15][CH2:16][CH3:17])=O)[C:2]1[CH:7]=[CH:6][CH:5]=[CH:4][CH:3]=1.[H-].[Al+3].[Li+].[H-].[H-].[H-]. Product: [CH2:1]([O:8][CH2:9][CH2:10][CH2:11][CH2:12][NH:14][CH2:15][CH2:16][CH3:17])[C:2]1[CH:7]=[CH:6][CH:5]=[CH:4][CH:3]=1. The catalyst class is: 1. (2) Reactant: [Br:1][C:2]1[CH:3]=[C:4]([C:9](=[O:19])[CH2:10][C:11]2[CH:16]=[CH:15][CH:14]=[C:13]([Cl:17])[C:12]=2[Cl:18])[C:5]([Cl:8])=[N:6][CH:7]=1.[CH3:20][N:21]([CH:23](OC)OC)[CH3:22]. Product: [Br:1][C:2]1[CH:3]=[C:4]([C:9](=[O:19])[C:10]([C:11]2[CH:16]=[CH:15][CH:14]=[C:13]([Cl:17])[C:12]=2[Cl:18])=[CH:20][N:21]([CH3:23])[CH3:22])[C:5]([Cl:8])=[N:6][CH:7]=1. The catalyst class is: 1. (3) Reactant: [NH2:1][C:2]1[CH:17]=[C:16]([O:18][CH2:19][C:20]2[CH:25]=[CH:24][CH:23]=[CH:22][CH:21]=2)[C:15]([O:26][CH3:27])=[CH:14][C:3]=1[C:4](OCC1C=CC=CC=1)=[O:5].C(O)(=O)C.[CH:32](N)=[NH:33]. Product: [CH2:19]([O:18][C:16]1[CH:17]=[C:2]2[C:3]([C:4](=[O:5])[NH:33][CH:32]=[N:1]2)=[CH:14][C:15]=1[O:26][CH3:27])[C:20]1[CH:25]=[CH:24][CH:23]=[CH:22][CH:21]=1. The catalyst class is: 619. (4) Reactant: [Br:1][C:2]1[C:3]([O:24][CH:25]2[CH2:30][CH2:29][NH:28][CH2:27][CH2:26]2)=[N:4][C:5]2[N:6]([N:9]=[CH:10][C:11]=2[C:12]2[CH:13]=[N:14][C:15]([C:18]3[CH:23]=[CH:22][CH:21]=[CH:20][CH:19]=3)=[CH:16][CH:17]=2)[C:7]=1[NH2:8].[C:31](O)(=[O:35])[C@@H:32]([CH3:34])[OH:33].C1C=CC2N(O)N=NC=2C=1.CCN(C(C)C)C(C)C. Product: [NH2:8][C:7]1[N:6]2[N:9]=[CH:10][C:11]([C:12]3[CH:13]=[N:14][C:15]([C:18]4[CH:23]=[CH:22][CH:21]=[CH:20][CH:19]=4)=[CH:16][CH:17]=3)=[C:5]2[N:4]=[C:3]([O:24][CH:25]2[CH2:30][CH2:29][N:28]([C:31](=[O:35])[C@H:32]([OH:33])[CH3:34])[CH2:27][CH2:26]2)[C:2]=1[Br:1]. The catalyst class is: 607. (5) Reactant: [Cl:1][C:2]1[CH:7]=[C:6]([Cl:8])[CH:5]=[CH:4][C:3]=1[CH2:9][O:10][C@@H:11]1[C@@H:17]([CH2:18][O:19][CH2:20][C:21]2[CH:26]=[CH:25][C:24]([Cl:27])=[CH:23][C:22]=2[Cl:28])[O:16][C@H:13](OC)[C@:12]1([CH3:30])[OH:29].Br.[Na].[Cl:33][C:34]1[N:39]=[CH:38][NH:37][C:36]2=[N:40][CH:41]=[C:42]([CH3:43])[C:35]=12.C(#N)C. Product: [Cl:33][C:34]1[C:35]2[C:42]([CH3:43])=[CH:41][N:40]([C@@H:13]3[O:16][C@H:17]([CH2:18][O:19][CH2:20][C:21]4[CH:26]=[CH:25][C:24]([Cl:27])=[CH:23][C:22]=4[Cl:28])[C@@H:11]([O:10][CH2:9][C:3]4[CH:4]=[CH:5][C:6]([Cl:8])=[CH:7][C:2]=4[Cl:1])[C@@:12]3([CH3:30])[OH:29])[C:36]=2[N:37]=[CH:38][N:39]=1. The catalyst class is: 2. (6) Reactant: Br[C:2]1[CH:3]=[C:4]2[C:8](=[CH:9][C:10]=1[NH:11][C:12](=[O:14])[CH3:13])[N:7]([C:15]([C:28]1[CH:33]=[CH:32][CH:31]=[CH:30][CH:29]=1)([C:22]1[CH:27]=[CH:26][CH:25]=[CH:24][CH:23]=1)[C:16]1[CH:21]=[CH:20][CH:19]=[CH:18][CH:17]=1)[N:6]=[C:5]2[C:34]1[CH:39]=[CH:38][N:37]=[C:36]([CH3:40])[CH:35]=1.[CH2:41]([Sn](CCCC)(CCCC)C=C)[CH2:42]CC. Product: [CH3:40][C:36]1[CH:35]=[C:34]([C:5]2[C:4]3[C:8](=[CH:9][C:10]([NH:11][C:12](=[O:14])[CH3:13])=[C:2]([CH:41]=[CH2:42])[CH:3]=3)[N:7]([C:15]([C:22]3[CH:23]=[CH:24][CH:25]=[CH:26][CH:27]=3)([C:28]3[CH:29]=[CH:30][CH:31]=[CH:32][CH:33]=3)[C:16]3[CH:21]=[CH:20][CH:19]=[CH:18][CH:17]=3)[N:6]=2)[CH:39]=[CH:38][N:37]=1. The catalyst class is: 109. (7) Reactant: [H-].[Na+].[OH:3][C:4]1[CH:5]=[C:6]2[C:11](=[CH:12][CH:13]=1)[N:10]=[CH:9][CH:8]=[CH:7]2.[CH2:14](Br)[CH:15]=[CH2:16]. Product: [CH2:16]([O:3][C:4]1[CH:5]=[C:6]2[C:11](=[CH:12][CH:13]=1)[N:10]=[CH:9][CH:8]=[CH:7]2)[CH:15]=[CH2:14]. The catalyst class is: 9. (8) Reactant: NO.Cl.C[N:5](C)/[C:6](=[N:8]/[C:9]([C:11]1[C:12]([CH2:32][CH2:33][CH3:34])=[N:13][N:14]2[C:19](=[O:20])[CH:18]=[C:17]([C:21]3[CH:22]=[C:23]4[C:27](=[CH:28][CH:29]=3)[N:26]([CH2:30][CH3:31])[N:25]=[CH:24]4)[NH:16][C:15]=12)=[O:10])/[CH3:7].CC(O)=O. Product: [CH2:30]([N:26]1[C:27]2[C:23](=[CH:22][C:21]([C:17]3[NH:16][C:15]4[N:14]([N:13]=[C:12]([CH2:32][CH2:33][CH3:34])[C:11]=4[C:9]4[O:10][N:5]=[C:6]([CH3:7])[N:8]=4)[C:19](=[O:20])[CH:18]=3)=[CH:29][CH:28]=2)[CH:24]=[N:25]1)[CH3:31]. The catalyst class is: 758.